From a dataset of Reaction yield outcomes from USPTO patents with 853,638 reactions. Predict the reaction yield, written as a fraction of the theoretical maximum amount of product (1.0 means a 100% yield; for example, 0.34 means a 34% yield). (1) The product is [CH3:43][N:40]1[CH2:39][CH2:38][N:37]([C:34]2[CH:33]=[CH:32][C:31]([NH:30][C:27]3[N:26]=[CH:25][C:24]4=[CH:23][CH:22]=[C:21]([C:52]5[CH:53]=[C:54]([CH:58]=[O:59])[CH:55]=[N:56][CH:57]=5)[N:29]4[N:28]=3)=[CH:36][CH:35]=2)[CH2:42][CH2:41]1. The yield is 0.240. The reactants are C1(P(C2C=CC=CC=2)C2C=CC=CC=2)C=CC=CC=1.Br[C:21]1[N:29]2[C:24]([CH:25]=[N:26][C:27]([NH:30][C:31]3[CH:36]=[CH:35][C:34]([N:37]4[CH2:42][CH2:41][N:40]([CH3:43])[CH2:39][CH2:38]4)=[CH:33][CH:32]=3)=[N:28]2)=[CH:23][CH:22]=1.CC1(C)C(C)(C)OB([C:52]2[CH:53]=[C:54]([CH:58]=[O:59])[CH:55]=[N:56][CH:57]=2)O1.C(=O)([O-])[O-].[Na+].[Na+].O. The catalyst is C([O-])(=O)C.[Pd+2].C([O-])(=O)C.CN(C)C=O.O1CCOCC1. (2) The reactants are [CH3:1][NH:2][S:3]([C:6]1[CH:11]=[CH:10][C:9]([S:12][CH3:13])=[C:8]([N+:14]([O-])=O)[CH:7]=1)(=[O:5])=[O:4]. The catalyst is C(O)C.[NH4+].[Cl-].[Zn]. The product is [NH2:14][C:8]1[CH:7]=[C:6]([S:3]([NH:2][CH3:1])(=[O:4])=[O:5])[CH:11]=[CH:10][C:9]=1[S:12][CH3:13]. The yield is 0.560. (3) The reactants are [OH:1][C:2]1[CH:7]=[CH:6][C:5]([C:8]2[N:9]([CH3:23])[C:10](=[O:22])[N:11]([CH3:21])[C:12]=2[C:13]2[CH:18]=[CH:17][C:16]([O:19][CH3:20])=[CH:15][CH:14]=2)=[CH:4][CH:3]=1.C([O-])([O-])=O.[K+].[K+].Cl.Cl[CH2:32][C:33]1[CH:42]=[CH:41][C:40]2[C:35](=[CH:36][CH:37]=[CH:38][CH:39]=2)[N:34]=1. No catalyst specified. The product is [CH3:20][O:19][C:16]1[CH:15]=[CH:14][C:13]([C:12]2[N:11]([CH3:21])[C:10](=[O:22])[N:9]([CH3:23])[C:8]=2[C:5]2[CH:6]=[CH:7][C:2]([O:1][CH2:32][C:33]3[CH:42]=[CH:41][C:40]4[C:35](=[CH:36][CH:37]=[CH:38][CH:39]=4)[N:34]=3)=[CH:3][CH:4]=2)=[CH:18][CH:17]=1. The yield is 0.390. (4) The reactants are [H-].[Na+].[NH2:3][C@@H:4]([CH2:7][CH3:8])[CH2:5][OH:6].Cl[CH2:10][C:11](OCC)=[O:12].[Cl-].[NH4+]. The catalyst is C1(C)C=CC=CC=1. The product is [CH2:7]([C@@H:4]1[NH:3][C:11](=[O:12])[CH2:10][O:6][CH2:5]1)[CH3:8]. The yield is 0.880. (5) The reactants are C1COCC1.[O:6]([C:13]1[CH:14]=[C:15]([N:19]([CH2:27][C:28]2[CH:33]=[CH:32][CH:31]=[C:30](Br)[CH:29]=2)[CH2:20][CH:21]([OH:26])[C:22]([F:25])([F:24])[F:23])[CH:16]=[CH:17][CH:18]=1)[C:7]1[CH:12]=[CH:11][CH:10]=[CH:9][CH:8]=1.[CH2:35]([Mg]Br)[C:36]1[CH:41]=[CH:40][CH:39]=[CH:38][CH:37]=1.[NH4+].[Cl-]. The catalyst is C1C=CC([P]([Pd]([P](C2C=CC=CC=2)(C2C=CC=CC=2)C2C=CC=CC=2)([P](C2C=CC=CC=2)(C2C=CC=CC=2)C2C=CC=CC=2)[P](C2C=CC=CC=2)(C2C=CC=CC=2)C2C=CC=CC=2)(C2C=CC=CC=2)C2C=CC=CC=2)=CC=1.CCO. The product is [O:6]([C:13]1[CH:14]=[C:15]([N:19]([CH2:27][C:28]2[CH:33]=[CH:32][CH:31]=[C:30]([CH2:35][C:36]3[CH:41]=[CH:40][CH:39]=[CH:38][CH:37]=3)[CH:29]=2)[CH2:20][CH:21]([OH:26])[C:22]([F:25])([F:24])[F:23])[CH:16]=[CH:17][CH:18]=1)[C:7]1[CH:12]=[CH:11][CH:10]=[CH:9][CH:8]=1. The yield is 0.620.